Regression. Given two drug SMILES strings and cell line genomic features, predict the synergy score measuring deviation from expected non-interaction effect. From a dataset of NCI-60 drug combinations with 297,098 pairs across 59 cell lines. Drug 1: C(=O)(N)NO. Drug 2: COC1=NC(=NC2=C1N=CN2C3C(C(C(O3)CO)O)O)N. Cell line: MDA-MB-435. Synergy scores: CSS=-1.76, Synergy_ZIP=0.199, Synergy_Bliss=-2.01, Synergy_Loewe=-3.30, Synergy_HSA=-3.23.